This data is from Full USPTO retrosynthesis dataset with 1.9M reactions from patents (1976-2016). The task is: Predict the reactants needed to synthesize the given product. (1) Given the product [CH3:20][N:2]([CH3:1])[CH2:3][CH2:4][CH2:5][O:6][C:7]1[CH:12]=[CH:11][C:10]([NH:13][C:30]([NH:29][C:23]2[CH:24]=[C:25]([CH3:28])[CH:26]=[CH:27][C:22]=2[F:21])=[O:31])=[CH:9][C:8]=1[C:14]1[N:15]([CH3:19])[N:16]=[CH:17][CH:18]=1, predict the reactants needed to synthesize it. The reactants are: [CH3:1][N:2]([CH3:20])[CH2:3][CH2:4][CH2:5][O:6][C:7]1[CH:12]=[CH:11][C:10]([NH2:13])=[CH:9][C:8]=1[C:14]1[N:15]([CH3:19])[N:16]=[CH:17][CH:18]=1.[F:21][C:22]1[CH:27]=[CH:26][C:25]([CH3:28])=[CH:24][C:23]=1[N:29]=[C:30]=[O:31]. (2) Given the product [F:35][C:29]1[CH:28]=[C:27]([C:25]2[N:26]=[C:21]([N:18]3[C:19]4[C:15](=[CH:14][CH:13]=[C:12]([O:11][CH2:10][C:9]([N:8]([CH3:7])[CH3:48])=[O:47])[CH:20]=4)[CH2:16][CH2:17]3)[C:22]3[CH2:38][S:37](=[NH:40])(=[O:39])[CH2:36][C:23]=3[N:24]=2)[CH:32]=[CH:31][C:30]=1[O:33][CH3:34], predict the reactants needed to synthesize it. The reactants are: C(=O)([O-])[O-].[K+].[K+].[CH3:7][N:8]([CH3:48])[C:9](=[O:47])[CH2:10][O:11][C:12]1[CH:20]=[C:19]2[C:15]([CH2:16][CH2:17][N:18]2[C:21]2[C:22]3[CH2:38][S:37](=[N:40]C(=O)C(F)(F)F)(=[O:39])[CH2:36][C:23]=3[N:24]=[C:25]([C:27]3[CH:32]=[CH:31][C:30]([O:33][CH3:34])=[C:29]([F:35])[CH:28]=3)[N:26]=2)=[CH:14][CH:13]=1.C(#N)C.CO. (3) The reactants are: O=[C:2]1O[C:6]2[C:8]3[C:13]([CH2:14][C:5]=2[C:4]([N:15]2[CH2:20][CH2:19][CH2:18][CH2:17][CH2:16]2)=[C:3]1[C:21]#[N:22])=[CH:12][CH:11]=[CH:10][CH:9]=3.[H-].[Na+]. Given the product [N:15]1([C:4]2[C:3]([C:21]#[N:22])=[C:2]3[C:5]([CH2:6][C:8]4[CH:9]=[CH:10][CH:11]=[CH:12][C:13]=43)=[C:6]3[C:8]4[C:13]([CH2:14][C:5]=23)=[CH:12][CH:11]=[CH:10][CH:9]=4)[CH2:20][CH2:19][CH2:18][CH2:17][CH2:16]1, predict the reactants needed to synthesize it. (4) Given the product [C:1]12([CH2:11][O:12][C:13]3[CH:20]=[CH:19][C:16]([C:17]#[N:18])=[CH:15][C:14]=3[CH:22]3[CH2:24][CH2:23]3)[CH2:10][CH:5]3[CH2:6][CH:7]([CH2:9][CH:3]([CH2:4]3)[CH2:2]1)[CH2:8]2, predict the reactants needed to synthesize it. The reactants are: [C:1]12([CH2:11][O:12][C:13]3[CH:20]=[CH:19][C:16]([C:17]#[N:18])=[CH:15][C:14]=3Br)[CH2:10][CH:5]3[CH2:6][CH:7]([CH2:9][CH:3]([CH2:4]3)[CH2:2]1)[CH2:8]2.[CH:22]1(B(O)O)[CH2:24][CH2:23]1.P([O-])([O-])([O-])=O.[K+].[K+].[K+].F[B-](F)(F)F.C1(P(C2CCCCC2)C2CCCCC2)CCCCC1.